From a dataset of Forward reaction prediction with 1.9M reactions from USPTO patents (1976-2016). Predict the product of the given reaction. Given the reactants [CH3:1][O:2][C:3](=[O:28])[CH2:4][C:5]1[CH:6]=[C:7]([C:13]2[CH:18]=[CH:17][C:16]([C:19]([F:22])([F:21])[F:20])=[CH:15][C:14]=2[CH2:23][NH:24][CH:25]2[CH2:27][CH2:26]2)[C:8]([O:11][CH3:12])=[CH:9][CH:10]=1.[C:29](Cl)(=[O:31])[CH3:30], predict the reaction product. The product is: [CH3:1][O:2][C:3](=[O:28])[CH2:4][C:5]1[CH:6]=[C:7]([C:13]2[CH:18]=[CH:17][C:16]([C:19]([F:22])([F:20])[F:21])=[CH:15][C:14]=2[CH2:23][N:24]([C:29](=[O:31])[CH3:30])[CH:25]2[CH2:26][CH2:27]2)[C:8]([O:11][CH3:12])=[CH:9][CH:10]=1.